Dataset: TCR-epitope binding with 47,182 pairs between 192 epitopes and 23,139 TCRs. Task: Binary Classification. Given a T-cell receptor sequence (or CDR3 region) and an epitope sequence, predict whether binding occurs between them. (1) The epitope is FVDGVPFVV. The TCR CDR3 sequence is CASSPGGATEAFF. Result: 1 (the TCR binds to the epitope). (2) The epitope is GTHWFVTQR. The TCR CDR3 sequence is CASSEVGSRQPQHF. Result: 1 (the TCR binds to the epitope). (3) The epitope is ILHCANFNV. The TCR CDR3 sequence is CASSLIHSPTYNEQFF. Result: 1 (the TCR binds to the epitope). (4) The epitope is FLPRVFSAV. The TCR CDR3 sequence is CASGVLREAFF. Result: 0 (the TCR does not bind to the epitope). (5) The epitope is NLVPMVATV. The TCR CDR3 sequence is CASSFGLNQPQHF. Result: 1 (the TCR binds to the epitope). (6) The epitope is GTSGSPIVNR. The TCR CDR3 sequence is CASSPERAQETQYF. Result: 0 (the TCR does not bind to the epitope). (7) The epitope is TPRVTGGGAM. The TCR CDR3 sequence is CASSQDSLTGQANSPLHF. Result: 1 (the TCR binds to the epitope).